From a dataset of Catalyst prediction with 721,799 reactions and 888 catalyst types from USPTO. Predict which catalyst facilitates the given reaction. The catalyst class is: 3. Reactant: Cl[CH2:2][C:3]1[O:4][C:5]2[CH:11]=[C:10]([C:12]3[C:20]4[C:15](=[CH:16][C:17]([F:21])=[CH:18][CH:19]=4)[N:14]([S:22]([C:25]4[CH:30]=[CH:29][CH:28]=[CH:27][CH:26]=4)(=[O:24])=[O:23])[CH:13]=3)[CH:9]=[CH:8][C:6]=2[N:7]=1.[CH3:31][N:32]1[CH2:37][CH2:36][NH:35][CH2:34][CH2:33]1. Product: [F:21][C:17]1[CH:16]=[C:15]2[C:20]([C:12]([C:10]3[CH:9]=[CH:8][C:6]4[N:7]=[C:3]([CH2:2][N:35]5[CH2:36][CH2:37][N:32]([CH3:31])[CH2:33][CH2:34]5)[O:4][C:5]=4[CH:11]=3)=[CH:13][N:14]2[S:22]([C:25]2[CH:30]=[CH:29][CH:28]=[CH:27][CH:26]=2)(=[O:24])=[O:23])=[CH:19][CH:18]=1.